This data is from Forward reaction prediction with 1.9M reactions from USPTO patents (1976-2016). The task is: Predict the product of the given reaction. (1) Given the reactants [CH3:1][S-:2].[Na+].CS(O[CH2:9][C:10]1[CH:15]=[C:14]([C:16]([CH3:19])([CH3:18])[CH3:17])[CH:13]=[C:12]([N+:20]([O-:22])=[O:21])[C:11]=1[O:23][CH3:24])(=O)=O, predict the reaction product. The product is: [C:16]([C:14]1[CH:13]=[C:12]([N+:20]([O-:22])=[O:21])[C:11]([O:23][CH3:24])=[C:10]([CH2:9][S:2][CH3:1])[CH:15]=1)([CH3:17])([CH3:18])[CH3:19]. (2) Given the reactants C([N-]C(C)C)(C)C.[Li+].[CH3:9][C:10]1[N:11]=[N:12][CH:13]=[CH:14][CH:15]=1.[C:16](=O)([O:20]CC)[O:17][CH2:18][CH3:19], predict the reaction product. The product is: [N:12]1[CH:13]=[CH:14][CH:15]=[C:10]([CH2:9][C:16]([O:17][CH2:18][CH3:19])=[O:20])[N:11]=1. (3) Given the reactants [N:1]1([CH2:6][CH2:7][CH2:8][CH2:9][C:10]2[CH:15]=[CH:14][C:13]([OH:16])=[CH:12][CH:11]=2)[CH:5]=[CH:4][N:3]=[N:2]1.[H-].[Na+].Cl[CH2:20][C:21]1[CH:22]=[N:23][CH:24]=[C:25]([C:27]2[CH:32]=[CH:31][C:30]([C:33]([F:36])([F:35])[F:34])=[CH:29][CH:28]=2)[CH:26]=1.O, predict the reaction product. The product is: [N:1]1([CH2:6][CH2:7][CH2:8][CH2:9][C:10]2[CH:11]=[CH:12][C:13]([O:16][CH2:20][C:21]3[CH:22]=[N:23][CH:24]=[C:25]([C:27]4[CH:28]=[CH:29][C:30]([C:33]([F:36])([F:34])[F:35])=[CH:31][CH:32]=4)[CH:26]=3)=[CH:14][CH:15]=2)[CH:5]=[CH:4][N:3]=[N:2]1.